Dataset: TCR-epitope binding with 47,182 pairs between 192 epitopes and 23,139 TCRs. Task: Binary Classification. Given a T-cell receptor sequence (or CDR3 region) and an epitope sequence, predict whether binding occurs between them. (1) The TCR CDR3 sequence is CASSPFSGPSYEQYF. The epitope is VTEHDTLLY. Result: 0 (the TCR does not bind to the epitope). (2) The epitope is IVTDFSVIK. The TCR CDR3 sequence is CASSDSRTALNYGYTF. Result: 0 (the TCR does not bind to the epitope). (3) The epitope is SEPVLKGVKL. The TCR CDR3 sequence is CASSEWGNYEQYF. Result: 0 (the TCR does not bind to the epitope). (4) The epitope is RILGAGCFV. The TCR CDR3 sequence is CASILTLAGGRNEQFF. Result: 0 (the TCR does not bind to the epitope). (5) The epitope is RAKFKQLL. The TCR CDR3 sequence is CASSQAPAGAGHEQYF. Result: 1 (the TCR binds to the epitope). (6) Result: 0 (the TCR does not bind to the epitope). The epitope is LEPLVDLPI. The TCR CDR3 sequence is CASSWGGAAQFF. (7) The epitope is ISDYDYYRY. The TCR CDR3 sequence is CASSQEETAVSGNTIYF. Result: 0 (the TCR does not bind to the epitope). (8) The TCR CDR3 sequence is CARRSWGASEQFF. Result: 1 (the TCR binds to the epitope). The epitope is NLSALGIFST. (9) The epitope is FLRGRAYGL. The TCR CDR3 sequence is CASSSLYGDTGELFF. Result: 0 (the TCR does not bind to the epitope).